From a dataset of Forward reaction prediction with 1.9M reactions from USPTO patents (1976-2016). Predict the product of the given reaction. (1) Given the reactants [NH:1]1[CH2:6][CH2:5][C:4]2([C:14]3[C:9](=[CH:10][CH:11]=[CH:12][CH:13]=3)[C:8](=[O:15])[O:7]2)[CH2:3][CH2:2]1.[CH2:16]([O:18][C:19]([C@H:21]1[CH2:26][CH2:25][C@H:24]([CH2:27][NH2:28])[CH2:23][CH2:22]1)=[O:20])[CH3:17].C[CH2:30][O:31]C(C)=O, predict the reaction product. The product is: [CH2:16]([O:18][C:19]([C@H:21]1[CH2:26][CH2:25][C@H:24]([CH2:27][NH:28][C:30]([N:1]2[CH2:6][CH2:5][C:4]3([C:14]4[C:9](=[CH:10][CH:11]=[CH:12][CH:13]=4)[C:8](=[O:15])[O:7]3)[CH2:3][CH2:2]2)=[O:31])[CH2:23][CH2:22]1)=[O:20])[CH3:17]. (2) The product is: [Cl:21][C:22]1[CH:23]=[C:24]([CH:27]=[CH:28][C:29]=1[O:30][CH3:31])[CH2:25][NH:26][C:2]1[C:3]2[N:16]([CH3:17])[N:15]=[C:14]([CH2:18][CH2:19][CH3:20])[C:4]=2[N:5]=[C:6]([CH2:8][CH2:9][C:10]([O:12][CH3:13])=[O:11])[N:7]=1. Given the reactants Cl[C:2]1[C:3]2[N:16]([CH3:17])[N:15]=[C:14]([CH2:18][CH2:19][CH3:20])[C:4]=2[N:5]=[C:6]([CH2:8][CH2:9][C:10]([O:12][CH3:13])=[O:11])[N:7]=1.[Cl:21][C:22]1[CH:23]=[C:24]([CH:27]=[CH:28][C:29]=1[O:30][CH3:31])[CH2:25][NH2:26].C(=O)([O-])[O-].[K+].[K+], predict the reaction product. (3) Given the reactants [C:1]([O:5][C:6]([N:8]1[CH2:12][C@@H:11]([CH2:13]OS(C)(=O)=O)[C@H:10]([CH2:19][N:20]([CH:37]([CH3:39])[CH3:38])[C:21](=[O:36])[C:22]2[CH:27]=[CH:26][C:25]([O:28][CH3:29])=[C:24]([O:30][CH2:31][CH2:32][CH2:33][O:34][CH3:35])[CH:23]=2)[CH2:9]1)=[O:7])([CH3:4])([CH3:3])[CH3:2].[N-:40]=[N+:41]=[N-:42].[Na+].C([O-])(O)=O.[Na+], predict the reaction product. The product is: [C:1]([O:5][C:6]([N:8]1[CH2:9][C@@H:10]([CH2:19][N:20]([CH:37]([CH3:38])[CH3:39])[C:21](=[O:36])[C:22]2[CH:27]=[CH:26][C:25]([O:28][CH3:29])=[C:24]([O:30][CH2:31][CH2:32][CH2:33][O:34][CH3:35])[CH:23]=2)[C@H:11]([CH2:13][N:40]=[N+:41]=[N-:42])[CH2:12]1)=[O:7])([CH3:2])([CH3:3])[CH3:4]. (4) Given the reactants [OH:1][CH2:2][CH2:3][CH2:4][C@@:5]1([C:29]2[CH:34]=[CH:33][CH:32]=[CH:31][CH:30]=2)[O:10][C:9](=[O:11])[N:8]([C@H:12]([C:14]2[CH:19]=[CH:18][C:17](B3OC(C)(C)C(C)(C)O3)=[CH:16][CH:15]=2)[CH3:13])[CH2:7][CH2:6]1.Br[C:36]1[CH:41]=[CH:40][N:39]([CH3:42])[C:38](=[O:43])[CH:37]=1.C([O-])([O-])=O.[Cs+].[Cs+], predict the reaction product. The product is: [OH:1][CH2:2][CH2:3][CH2:4][C@@:5]1([C:29]2[CH:30]=[CH:31][CH:32]=[CH:33][CH:34]=2)[O:10][C:9](=[O:11])[N:8]([C@H:12]([C:14]2[CH:19]=[CH:18][C:17]([C:36]3[CH:41]=[CH:40][N:39]([CH3:42])[C:38](=[O:43])[CH:37]=3)=[CH:16][CH:15]=2)[CH3:13])[CH2:7][CH2:6]1. (5) The product is: [ClH:1].[ClH:41].[NH2:33][CH2:32][C:31]#[C:30][CH2:29][N:28]1[C:21]2[C:20]([NH:19][C:4]3[CH:5]=[CH:6][C:7]([O:8][C:9]4[CH:14]=[CH:13][CH:12]=[C:11]([C:15]([F:18])([F:17])[F:16])[CH:10]=4)=[C:2]([Cl:1])[CH:3]=3)=[N:25][CH:24]=[N:23][C:22]=2[CH:26]=[CH:27]1. Given the reactants [Cl:1][C:2]1[CH:3]=[C:4]([NH:19][C:20]2[C:21]3[N:28]([CH2:29][C:30]#[C:31][CH2:32][NH:33]C(=O)OC(C)(C)C)[CH:27]=[CH:26][C:22]=3[N:23]=[CH:24][N:25]=2)[CH:5]=[CH:6][C:7]=1[O:8][C:9]1[CH:14]=[CH:13][CH:12]=[C:11]([C:15]([F:18])([F:17])[F:16])[CH:10]=1.[ClH:41].C(O)C, predict the reaction product.